Dataset: Full USPTO retrosynthesis dataset with 1.9M reactions from patents (1976-2016). Task: Predict the reactants needed to synthesize the given product. (1) Given the product [F:5][C:6]1[CH:7]=[C:8]([CH:38]=[CH:39][C:40]=1[F:41])[O:9][C:10]1([C:33]([OH:34])([CH2:1][CH3:2])[CH2:44][CH3:45])[CH2:15][CH2:14][CH2:13][N:12]2[C:16]([C:19]3[CH:24]=[CH:23][C:22]([C:25]4[O:29][C:28]([CH3:30])=[N:27][CH:26]=4)=[C:21]([O:31][CH3:32])[CH:20]=3)=[N:17][N:18]=[C:11]12, predict the reactants needed to synthesize it. The reactants are: [CH2:1]([Mg]Br)[CH3:2].[F:5][C:6]1[CH:7]=[C:8]([CH:38]=[CH:39][C:40]=1[F:41])[O:9][C:10]1([C:33](OCC)=[O:34])[CH2:15][CH2:14][CH2:13][N:12]2[C:16]([C:19]3[CH:24]=[CH:23][C:22]([C:25]4[O:29][C:28]([CH3:30])=[N:27][CH:26]=4)=[C:21]([O:31][CH3:32])[CH:20]=3)=[N:17][N:18]=[C:11]12.[Cl-].[NH4+].[CH2:44]1COC[CH2:45]1. (2) Given the product [CH:3]12[CH2:9][CH:7]3[CH2:6][CH:5]([CH2:10][CH:1]([CH2:8]3)[CH:2]1[CH2:11][C:12]([O:14][CH3:15])=[O:13])[CH2:4]2, predict the reactants needed to synthesize it. The reactants are: [CH:1]12[CH2:10][CH:5]3[CH2:6][CH:7]([CH2:9][CH:3]([CH2:4]3)[C:2]1=[CH:11][C:12]([O:14][CH3:15])=[O:13])[CH2:8]2.C([O-])=O.[NH4+]. (3) Given the product [N:73]1([C:65]([C:61]2[CH:60]=[C:59]([NH:52][C:12]3[C:21]4[C:20](=[O:22])[N:19]([CH:23]5[CH2:25][CH2:24]5)[C:18](=[O:26])[N:17]([C:27]5[CH:32]=[CH:31][C:30]([I:33])=[CH:29][C:28]=5[F:34])[C:16]=4[N:15]([CH3:35])[C:14](=[O:36])[C:13]=3[CH3:37])[CH:64]=[CH:63][CH:62]=2)=[O:83])[CH2:76][CH2:77][CH2:78]1, predict the reactants needed to synthesize it. The reactants are: CC1C=CC(S(O[C:12]2[C:21]3[C:20](=[O:22])[N:19]([CH:23]4[CH2:25][CH2:24]4)[C:18](=[O:26])[N:17]([C:27]4[CH:32]=[CH:31][C:30]([I:33])=[CH:29][C:28]=4[F:34])[C:16]=3[N:15]([CH3:35])[C:14](=[O:36])[C:13]=2[CH3:37])(=O)=O)=CC=1.FC1C=C(I)C=CC=1NC1N(C)C(=O)C(C)=C2C=1C(=O)NC(=O)[N:52]2[C:59]1[CH:60]=[C:61]([CH2:65]CC(N)=O)[CH:62]=[CH:63][CH:64]=1.[N:73]1[C:78](C)=[CH:77][CH:76]=CC=1C.CC(N(C)C)=[O:83]. (4) Given the product [O:1]1[CH2:6][CH2:5][N:4]([C:15]([C:14]2[CH:18]=[CH:19][C:20]([O:21][CH3:22])=[C:12]([F:11])[CH:13]=2)=[O:16])[C:3]2[CH:7]=[N:8][CH:9]=[CH:10][C:2]1=2, predict the reactants needed to synthesize it. The reactants are: [O:1]1[CH2:6][CH2:5][NH:4][C:3]2[CH:7]=[N:8][CH:9]=[CH:10][C:2]1=2.[F:11][C:12]1[CH:13]=[C:14]([CH:18]=[CH:19][C:20]=1[O:21][CH3:22])[C:15](Cl)=[O:16].C(N(CC)CC)C.Cl. (5) Given the product [CH:1]([C:4]1[C:8]([CH2:9][CH2:10][CH2:11][O:12][C:24]2[CH:28]=[C:27]([CH2:29][CH2:30][C:31]([OH:33])=[O:32])[N:26]([C:36]3[CH:41]=[CH:40][CH:39]=[CH:38][CH:37]=3)[N:25]=2)=[CH:7][N:6]([C:13]2[CH:18]=[CH:17][C:16]([C:19]([F:21])([F:20])[F:22])=[CH:15][N:14]=2)[N:5]=1)([CH3:3])[CH3:2], predict the reactants needed to synthesize it. The reactants are: [CH:1]([C:4]1[C:8]([CH2:9][CH2:10][CH2:11][OH:12])=[CH:7][N:6]([C:13]2[CH:18]=[CH:17][C:16]([C:19]([F:22])([F:21])[F:20])=[CH:15][N:14]=2)[N:5]=1)([CH3:3])[CH3:2].O[C:24]1[CH:28]=[C:27]([CH2:29][CH2:30][C:31]([O:33]CC)=[O:32])[N:26]([C:36]2[CH:41]=[CH:40][CH:39]=[CH:38][CH:37]=2)[N:25]=1.C(P(CCCC)CCCC)CCC.N(C(N1CCCCC1)=O)=NC(N1CCCCC1)=O. (6) The reactants are: [C:1]([N:8]1[CH2:13][CH:12]([CH3:14])[CH2:11][N:10]=[C:9]1[C:15]1[CH:20]=[CH:19][C:18]([N+:21]([O-])=O)=[CH:17][CH:16]=1)([O:3][C:4]([CH3:7])([CH3:6])[CH3:5])=[O:2].O.NN. Given the product [C:1]([N:8]1[CH2:13][CH:12]([CH3:14])[CH2:11][N:10]=[C:9]1[C:15]1[CH:16]=[CH:17][C:18]([NH2:21])=[CH:19][CH:20]=1)([O:3][C:4]([CH3:7])([CH3:5])[CH3:6])=[O:2], predict the reactants needed to synthesize it. (7) Given the product [CH3:24][N:2]([CH3:1])[S:3]([N:6]1[C:10]([CH2:11][C:13]2[CH:22]=[CH:21][C:16]3[O:17][CH2:18][CH2:19][O:20][C:15]=3[CH:14]=2)=[C:9]([CH3:23])[N:8]=[CH:7]1)(=[O:4])=[O:5], predict the reactants needed to synthesize it. The reactants are: [CH3:1][N:2]([CH3:24])[S:3]([N:6]1[C:10]([CH:11]([C:13]2[CH:22]=[CH:21][C:16]3[O:17][CH2:18][CH2:19][O:20][C:15]=3[CH:14]=2)O)=[C:9]([CH3:23])[N:8]=[CH:7]1)(=[O:5])=[O:4].C([SiH](CC)CC)C.FC(F)(F)C(O)=O.